Dataset: Reaction yield outcomes from USPTO patents with 853,638 reactions. Task: Predict the reaction yield, written as a fraction of the theoretical maximum amount of product (1.0 means a 100% yield; for example, 0.34 means a 34% yield). The reactants are ClC(Cl)(Cl)C[O:4][C:5](=[O:36])[C:6]1[CH:11]=[CH:10][CH:9]=[CH:8][C:7]=1[CH2:12][S:13][C:14]1[CH:19]=[CH:18][CH:17]=[C:16]([CH2:20][C:21]([O:23][CH2:24][CH2:25][C:26]2[CH:31]=[CH:30][C:29]([C:32]([F:35])([F:34])[F:33])=[CH:28][CH:27]=2)=[O:22])[CH:15]=1.CC(O)=O.C(Cl)Cl. The catalyst is CCCCCCC.CCOC(C)=O.[Zn]. The product is [F:34][C:32]([F:33])([F:35])[C:29]1[CH:28]=[CH:27][C:26]([CH2:25][CH2:24][O:23][C:21]([CH2:20][C:16]2[CH:15]=[C:14]([S:13][CH2:12][C:7]3[CH:8]=[CH:9][CH:10]=[CH:11][C:6]=3[C:5]([OH:36])=[O:4])[CH:19]=[CH:18][CH:17]=2)=[O:22])=[CH:31][CH:30]=1. The yield is 0.690.